Task: Predict the reaction yield, written as a fraction of the theoretical maximum amount of product (1.0 means a 100% yield; for example, 0.34 means a 34% yield).. Dataset: Reaction yield outcomes from USPTO patents with 853,638 reactions The reactants are [CH3:1][O:2][C:3](=[O:21])[C:4]1[CH:9]=[C:8]([CH:10]([OH:12])[CH3:11])[C:7]([C:13]([F:16])([F:15])[F:14])=[CH:6][C:5]=1[NH:17]C(=O)C.O.[C:23]1(C)[CH:28]=CC(S(O)(=O)=O)=C[CH:24]=1. The catalyst is CC(O)C. The product is [CH3:1][O:2][C:3](=[O:21])[C:4]1[CH:9]=[C:8]([CH:10]([O:12][CH:23]([CH3:28])[CH3:24])[CH3:11])[C:7]([C:13]([F:14])([F:15])[F:16])=[CH:6][C:5]=1[NH2:17]. The yield is 0.140.